This data is from Reaction yield outcomes from USPTO patents with 853,638 reactions. The task is: Predict the reaction yield, written as a fraction of the theoretical maximum amount of product (1.0 means a 100% yield; for example, 0.34 means a 34% yield). (1) The reactants are [Cl:1][C:2]1[CH:10]=[C:9]([C:11]([NH:13][CH:14]([C:16]2[NH:20][C:19]3[CH:21]=[CH:22][C:23]([Cl:25])=[CH:24][C:18]=3[N:17]=2)[CH3:15])=[O:12])[CH:8]=[CH:7][C:3]=1[C:4]([OH:6])=O.CN(C(O[N:34]1N=[N:41][C:36]2C=[CH:38][CH:39]=[CH:40][C:35]1=2)=[N+](C)C)C.[B-](F)(F)(F)F.C(N(C(C)C)CC)(C)C.ClCl.[O:59]1CCCC1. The catalyst is ClCCl.C(O)C. The product is [Cl:25][C:23]1[CH:22]=[CH:21][C:19]2[NH:20][C:16]([CH:14]([NH:13][C:11](=[O:12])[C:9]3[CH:8]=[CH:7][C:3]([C:4]([N:34]4[CH2:38][CH2:39][CH2:40][C@H:35]4[C:36]([NH2:41])=[O:59])=[O:6])=[C:2]([Cl:1])[CH:10]=3)[CH3:15])=[N:17][C:18]=2[CH:24]=1. The yield is 0.310. (2) The reactants are [CH3:1][C:2]1[NH:3][C:4](=[O:21])[CH2:5][CH:6]([C:11]2[CH:20]=[CH:19][C:18]3[C:13](=[CH:14][CH:15]=[CH:16][CH:17]=3)[CH:12]=2)[C:7]=1[C:8]([OH:10])=O.[NH2:22][C:23]1[CH:24]=[C:25]2[C:29](=[C:30]([CH3:32])[CH:31]=1)[NH:28][N:27]=[CH:26]2.C(Cl)CCl.CCN(CC)CC. The catalyst is CN(C=O)C.CCOC(C)=O.Cl. The product is [CH3:1][C:2]1[NH:3][C:4](=[O:21])[CH2:5][CH:6]([C:11]2[CH:20]=[CH:19][C:18]3[C:13](=[CH:14][CH:15]=[CH:16][CH:17]=3)[CH:12]=2)[C:7]=1[C:8]([NH:22][C:23]1[CH:24]=[C:25]2[C:29](=[C:30]([CH3:32])[CH:31]=1)[NH:28][N:27]=[CH:26]2)=[O:10]. The yield is 0.130. (3) The reactants are [CH2:1]([C:3]1[N:4]([C:28]2[CH:33]=[CH:32][C:31]([OH:34])=[CH:30][CH:29]=2)[C:5](=[O:27])[C:6]([CH2:12][C:13]2[CH:18]=[CH:17][C:16]([C:19]3[C:20]([C:25]#[N:26])=[CH:21][CH:22]=[CH:23][CH:24]=3)=[CH:15][CH:14]=2)=[C:7]([CH2:9][CH2:10][CH3:11])[N:8]=1)[CH3:2].[F:35][C:36]1([F:43])[CH2:41][CH2:40][CH:39](O)[CH2:38][CH2:37]1.N(C(OC(C)C)=O)=NC(OC(C)C)=O.C1(P(C2C=CC=CC=2)C2C=CC=CC=2)C=CC=CC=1. The catalyst is C(OCC)(=O)C.O1CCCC1. The product is [F:35][C:36]1([F:43])[CH2:41][CH2:40][CH:39]([O:34][C:31]2[CH:32]=[CH:33][C:28]([N:4]3[C:5](=[O:27])[C:6]([CH2:12][C:13]4[CH:18]=[CH:17][C:16]([C:19]5[C:20]([C:25]#[N:26])=[CH:21][CH:22]=[CH:23][CH:24]=5)=[CH:15][CH:14]=4)=[C:7]([CH2:9][CH2:10][CH3:11])[N:8]=[C:3]3[CH2:1][CH3:2])=[CH:29][CH:30]=2)[CH2:38][CH2:37]1. The yield is 0.860. (4) The reactants are S(O)(O)(=O)=O.[CH3:6][S:7][C:8](=[NH:10])[NH2:9].[OH-].[Na+].[C:13]([O:17][C:18](O[C:18]([O:17][C:13]([CH3:16])([CH3:15])[CH3:14])=[O:19])=[O:19])([CH3:16])([CH3:15])[CH3:14]. The catalyst is C(Cl)Cl.O.[Cl-].[Na+].O. The product is [NH2:10][C:8](=[N:9][C:18](=[O:19])[O:17][C:13]([CH3:16])([CH3:15])[CH3:14])[S:7][CH3:6]. The yield is 0.689. (5) The reactants are C[O-].[Na+].CO.[N+](C1C=CC=CC=1S([NH:18][CH:19]([C:26]1[CH:31]=[CH:30][CH:29]=[CH:28][CH:27]=1)[C:20]1[CH:25]=[CH:24][CH:23]=[CH:22][CH:21]=1)(=O)=O)([O-])=O.Cl. The catalyst is C(#N)C. The product is [CH:19]([NH2:18])([C:26]1[CH:27]=[CH:28][CH:29]=[CH:30][CH:31]=1)[C:20]1[CH:25]=[CH:24][CH:23]=[CH:22][CH:21]=1. The yield is 0.779. (6) The reactants are C(OCC[O:7][C:8]1[CH:13]=[CH:12][CH:11]=[CH:10][C:9]=1[CH2:14][N:15]1[C:23]2[C:18](=[N:19][CH:20]=[C:21]([C:24]3[CH:29]=[CH:28][CH:27]=[CH:26][CH:25]=3)[CH:22]=2)[N:17]=[C:16]1[C:30]1[CH:35]=[CH:34][CH:33]=[C:32]([O:36][CH3:37])[CH:31]=1)(=O)C.[OH-:38].[Li+].O.Cl.O1CCCC1[CH2:47][CH2:48][OH:49]. No catalyst specified. The product is [CH3:37][O:36][C:32]1[CH:31]=[C:30]([C:16]2[N:15]([CH2:14][C:9]3[CH:10]=[CH:11][CH:12]=[CH:13][C:8]=3[O:7][CH2:47][C:48]([OH:49])=[O:38])[C:23]3[C:18]([N:17]=2)=[N:19][CH:20]=[C:21]([C:24]2[CH:29]=[CH:28][CH:27]=[CH:26][CH:25]=2)[CH:22]=3)[CH:35]=[CH:34][CH:33]=1. The yield is 0.550.